Dataset: Reaction yield outcomes from USPTO patents with 853,638 reactions. Task: Predict the reaction yield, written as a fraction of the theoretical maximum amount of product (1.0 means a 100% yield; for example, 0.34 means a 34% yield). (1) The reactants are [CH:1]1([CH:7]([C:9]2[C:10]([CH:24]([CH3:26])[CH3:25])=[N:11][N:12]([C:14]3[CH:19]=[CH:18][C:17]([C:20]([F:23])([F:22])[F:21])=[CH:16][N:15]=3)[CH:13]=2)O)[CH2:6][CH2:5][CH2:4][CH2:3][CH2:2]1.[NH2:27][C:28]1[CH:33]=[CH:32][C:31]([C:34]([N:36]([CH3:44])[CH2:37][CH2:38][C:39]([O:41]CC)=[O:40])=[O:35])=[CH:30][CH:29]=1. No catalyst specified. The product is [CH:1]1([CH:7]([NH:27][C:28]2[CH:29]=[CH:30][C:31]([C:34]([N:36]([CH3:44])[CH2:37][CH2:38][C:39]([OH:41])=[O:40])=[O:35])=[CH:32][CH:33]=2)[C:9]2[C:10]([CH:24]([CH3:26])[CH3:25])=[N:11][N:12]([C:14]3[CH:19]=[CH:18][C:17]([C:20]([F:23])([F:22])[F:21])=[CH:16][N:15]=3)[CH:13]=2)[CH2:6][CH2:5][CH2:4][CH2:3][CH2:2]1. The yield is 0.210. (2) The reactants are [C:1]([N:4]1[CH2:9][CH2:8][C:7]2[N:10]([CH:14]3[CH2:18][CH2:17][N:16]([C:19]([O:21][C:22]([CH3:25])([CH3:24])[CH3:23])=[O:20])[CH2:15]3)[N:11]=[C:12](Br)[C:6]=2[CH2:5]1)(=[O:3])[CH3:2].[CH3:26][N:27]1[CH:31]=[C:30]([C:32]2[CH:33]=[C:34]3[C:39](=[CH:40][CH:41]=2)[NH:38][CH2:37][CH2:36][CH2:35]3)[CH:29]=[N:28]1.COC(C)(C)C.C1(P(C2CCCCC2)C2C=CC=CC=2C2C(OC(C)C)=CC=CC=2OC(C)C)CCCCC1.C(O[Na])(C)(C)C. The catalyst is O1CCOCC1. The product is [C:1]([N:4]1[CH2:9][CH2:8][C:7]2[N:10]([CH:14]3[CH2:18][CH2:17][N:16]([C:19]([O:21][C:22]([CH3:25])([CH3:24])[CH3:23])=[O:20])[CH2:15]3)[N:11]=[C:12]([N:38]3[C:39]4[C:34](=[CH:33][C:32]([C:30]5[CH:29]=[N:28][N:27]([CH3:26])[CH:31]=5)=[CH:41][CH:40]=4)[CH2:35][CH2:36][CH2:37]3)[C:6]=2[CH2:5]1)(=[O:3])[CH3:2]. The yield is 0.600.